From a dataset of Forward reaction prediction with 1.9M reactions from USPTO patents (1976-2016). Predict the product of the given reaction. Given the reactants [Cl:1]C(OC(Cl)C)=O.C([N:15]1[CH2:20][CH2:19][N:18]([C:21]2[C:26]([Cl:27])=[N:25][CH:24]=[CH:23][N:22]=2)[CH:17]([CH2:28][CH3:29])[CH2:16]1)C1C=CC=CC=1, predict the reaction product. The product is: [ClH:1].[Cl:27][C:26]1[C:21]([N:18]2[CH2:19][CH2:20][NH:15][CH2:16][CH:17]2[CH2:28][CH3:29])=[N:22][CH:23]=[CH:24][N:25]=1.